From a dataset of Reaction yield outcomes from USPTO patents with 853,638 reactions. Predict the reaction yield, written as a fraction of the theoretical maximum amount of product (1.0 means a 100% yield; for example, 0.34 means a 34% yield). (1) The reactants are [NH2:1][C:2]1[CH:3]=[C:4]([OH:11])[C:5](=[CH:9][CH:10]=1)[C:6]([OH:8])=[O:7].S(=O)(=O)(O)O.[OH-].[NH4+].[CH3:19]O. No catalyst specified. The product is [NH2:1][C:2]1[CH:3]=[C:4]([OH:11])[C:5](=[CH:9][CH:10]=1)[C:6]([O:8][CH3:19])=[O:7]. The yield is 0.600. (2) The reactants are [Cl:1][C:2]1[CH:3]=[CH:4][C:5]2[S:9][C:8]([SH:10])=[N:7][C:6]=2[CH:11]=1.[H-].[Na+].Cl[C:15]1[C:20]([Cl:21])=[CH:19][C:18]([N+:22]([O-:24])=[O:23])=[CH:17][C:16]=1[C:25](=[O:27])[CH3:26].C(C1C=CC=CC=1)(=O)C. The catalyst is CN(C=O)C. The product is [Cl:21][C:20]1[C:15]([S:10][C:8]2[S:9][C:5]3[CH:4]=[CH:3][C:2]([Cl:1])=[CH:11][C:6]=3[N:7]=2)=[C:16]([C:25](=[O:27])[CH3:26])[CH:17]=[C:18]([N+:22]([O-:24])=[O:23])[CH:19]=1. The yield is 0.520. (3) The reactants are [CH:1]1([CH2:6][C@H:7]([CH2:11][N:12]([CH:20]=[O:21])[O:13][CH:14]2[CH2:19][CH2:18][CH2:17][CH2:16][O:15]2)[C:8]([OH:10])=O)[CH2:5][CH2:4][CH2:3][CH2:2]1.[Cl:22][C:23]1[N:28]=[C:27]([NH:29][NH2:30])[C:26]([F:31])=[C:25]([N:32]2[CH2:35][C:34]([CH3:41])([N:36]3[CH2:40][CH2:39][CH2:38][CH2:37]3)[CH2:33]2)[N:24]=1.C(Cl)CCl.C1C=NC2N(O)N=NC=2C=1.CN1CCOCC1. The catalyst is CN(C=O)C. The product is [Cl:22][C:23]1[N:28]=[C:27]([NH:29][NH:30][C:8](=[O:10])[C@H:7]([CH2:6][CH:1]2[CH2:2][CH2:3][CH2:4][CH2:5]2)[CH2:11][N:12]([O:13][CH:14]2[CH2:19][CH2:18][CH2:17][CH2:16][O:15]2)[CH:20]=[O:21])[C:26]([F:31])=[C:25]([N:32]2[CH2:33][C:34]([CH3:41])([N:36]3[CH2:40][CH2:39][CH2:38][CH2:37]3)[CH2:35]2)[N:24]=1. The yield is 0.660.